Dataset: Catalyst prediction with 721,799 reactions and 888 catalyst types from USPTO. Task: Predict which catalyst facilitates the given reaction. Reactant: [C:1]([O:5][C@@H:6]([C:12]1[C:37]([CH3:38])=[CH:36][C:15]2[N:16]=[C:17]([C:19]3[CH:24]=[CH:23][N:22]=[C:21]([C:25]4[CH:26]=[N:27][C:28]5[N:29]([N:31]=[CH:32][C:33]=5[CH2:34][CH3:35])[CH:30]=4)[CH:20]=3)[S:18][C:14]=2[C:13]=1[C:39]1[CH:44]=[CH:43][C:42]([Cl:45])=[CH:41][CH:40]=1)[C:7]([O:9]CC)=[O:8])([CH3:4])([CH3:3])[CH3:2].[I-].[Li+]. Product: [C:1]([O:5][C@@H:6]([C:12]1[C:37]([CH3:38])=[CH:36][C:15]2[N:16]=[C:17]([C:19]3[CH:24]=[CH:23][N:22]=[C:21]([C:25]4[CH:26]=[N:27][C:28]5[N:29]([N:31]=[CH:32][C:33]=5[CH2:34][CH3:35])[CH:30]=4)[CH:20]=3)[S:18][C:14]=2[C:13]=1[C:39]1[CH:40]=[CH:41][C:42]([Cl:45])=[CH:43][CH:44]=1)[C:7]([OH:9])=[O:8])([CH3:2])([CH3:3])[CH3:4]. The catalyst class is: 300.